From a dataset of Full USPTO retrosynthesis dataset with 1.9M reactions from patents (1976-2016). Predict the reactants needed to synthesize the given product. Given the product [CH2:32]([NH:39][C:3]1[S:4][C:5]2[C:6]([N:21]=1)=[N:7][C:8]1[CH2:9][CH2:10][CH2:11][CH2:12][C:13]=1[C:14]=2[C:15]1[CH:20]=[CH:19][CH:18]=[CH:17][CH:16]=1)[C:33]1[CH:38]=[CH:37][CH:36]=[CH:35][CH:34]=1, predict the reactants needed to synthesize it. The reactants are: CS[C:3]1[S:4][C:5]2[C:6]([N:21]=1)=[N:7][C:8]1[CH2:9][CH2:10][CH2:11][CH2:12][C:13]=1[C:14]=2[C:15]1[CH:20]=[CH:19][CH:18]=[CH:17][CH:16]=1.ClC1C=C(C=CC=1)C(O)=O.[CH2:32]([NH2:39])[C:33]1[CH:38]=[CH:37][CH:36]=[CH:35][CH:34]=1.C(N(CC)CC)C.